This data is from Full USPTO retrosynthesis dataset with 1.9M reactions from patents (1976-2016). The task is: Predict the reactants needed to synthesize the given product. (1) Given the product [NH2:31][C:27]1[CH:26]=[C:25]([C:21]2[C:4]3[N:5]=[C:6]([NH:8][C:9]4[CH:10]=[CH:11][C:12]([N:15]5[CH2:16][CH2:17][O:18][CH2:19][CH2:20]5)=[CH:13][CH:14]=4)[N:7]=[CH:2][C:3]=3[CH:24]=[CH:23][N:22]=2)[CH:30]=[CH:29][CH:28]=1, predict the reactants needed to synthesize it. The reactants are: Cl[C:2]1[C:3]2[CH:24]=[CH:23][N:22]=[C:21]([C:25]3[CH:30]=[CH:29][CH:28]=[C:27]([N+:31]([O-])=O)[CH:26]=3)[C:4]=2[N:5]=[C:6]([NH:8][C:9]2[CH:14]=[CH:13][C:12]([N:15]3[CH2:20][CH2:19][O:18][CH2:17][CH2:16]3)=[CH:11][CH:10]=2)[N:7]=1.CCN(C(C)C)C(C)C. (2) Given the product [F:1][C:2]1[CH:3]=[C:4]([CH:21]=[CH:22][CH:23]=1)[CH2:5][O:6][CH2:7][C:8]1[N:13]=[C:12]([NH2:14])[CH:11]=[CH:10][CH:9]=1, predict the reactants needed to synthesize it. The reactants are: [F:1][C:2]1[CH:3]=[C:4]([CH:21]=[CH:22][CH:23]=1)[CH2:5][O:6][CH2:7][C:8]1[N:13]=[C:12]([NH:14]C(=O)C(C)(C)C)[CH:11]=[CH:10][CH:9]=1.[OH-].[Na+]. (3) Given the product [Cl:9][C:6]1[CH:5]=[CH:4][CH:3]=[C:8]([C:26]2[CH:31]=[CH:30][CH:29]=[C:28]([C:32]3[NH:36][N:35]=[N:34][N:33]=3)[C:27]=2[O:14][CH3:13])[CH:7]=1, predict the reactants needed to synthesize it. The reactants are: CO[C:3]1[CH:8]=[CH:7][C:6]([Cl:9])=[CH:5][C:4]=1B(O)O.[C:13](C1C=CC(B(O)O)=CC=1)(O)=[O:14].Br[C:26]1[CH:27]=[C:28]([C:32]2[NH:36][N:35]=[N:34][N:33]=2)[CH:29]=[CH:30][CH:31]=1. (4) The reactants are: Cl.Cl.[Cl:3][C:4]1[C:12]2[NH:11][N:10]=[CH:9][C:8]=2[C:7]2[CH2:13][N:14]([CH2:23][C:24]3[CH:29]=[CH:28][N:27]=[CH:26][CH:25]=3)[C:15](=[O:22])[C@H:16]([CH2:18][C:19]([OH:21])=O)[CH2:17][C:6]=2[CH:5]=1.[NH:30]1[CH2:35][CH2:34][CH:33]([C:36]2[C:37](=[O:46])[NH:38][C:39]3[C:44]([CH:45]=2)=[CH:43][CH:42]=[CH:41][CH:40]=3)[CH2:32][CH2:31]1.ClC1C2NN=CC=2C2CN(CC(C)(C)C)C(=O)[C@H](CC(=O)N3CCC(N4CC5C(=CC=CC=5)NC4=O)CC3)CC=2C=1. Given the product [Cl:3][C:4]1[C:12]2[NH:11][N:10]=[CH:9][C:8]=2[C:7]2[CH2:13][N:14]([CH2:23][C:24]3[CH:25]=[CH:26][N:27]=[CH:28][CH:29]=3)[C:15](=[O:22])[C@H:16]([CH2:18][C:19](=[O:21])[N:30]3[CH2:31][CH2:32][CH:33]([C:36]4[C:37](=[O:46])[NH:38][C:39]5[C:44]([CH:45]=4)=[CH:43][CH:42]=[CH:41][CH:40]=5)[CH2:34][CH2:35]3)[CH2:17][C:6]=2[CH:5]=1, predict the reactants needed to synthesize it. (5) Given the product [F:49][C:46]1[CH:47]=[CH:48][C:43]2[N:44]([CH:50]=[C:41]([C:39]([NH:38][C@H:35]3[CH2:36][CH2:37][C@@H:32]([N:22]4[C:23](=[O:31])[C:24]5[CH:29]=[C:28]([F:30])[CH:27]=[N:26][C:25]=5[N:20]([C:16]5[CH:15]=[C:14]([C:11]6[CH:12]=[CH:13][C:8]([CH2:7][CH2:6][NH:55][CH:52]([CH3:54])[CH3:53])=[CH:9][CH:10]=6)[CH:19]=[CH:18][CH:17]=5)[C:21]4=[O:51])[CH2:33][CH2:34]3)=[O:40])[N:42]=2)[CH:45]=1, predict the reactants needed to synthesize it. The reactants are: CS(O[CH2:6][CH2:7][C:8]1[CH:13]=[CH:12][C:11]([C:14]2[CH:19]=[CH:18][CH:17]=[C:16]([N:20]3[C:25]4[N:26]=[CH:27][C:28]([F:30])=[CH:29][C:24]=4[C:23](=[O:31])[N:22]([C@H:32]4[CH2:37][CH2:36][C@@H:35]([NH:38][C:39]([C:41]5[N:42]=[C:43]6[CH:48]=[CH:47][C:46]([F:49])=[CH:45][N:44]6[CH:50]=5)=[O:40])[CH2:34][CH2:33]4)[C:21]3=[O:51])[CH:15]=2)=[CH:10][CH:9]=1)(=O)=O.[CH:52]([NH2:55])([CH3:54])[CH3:53].C(=O)([O-])[O-].[K+].[K+].O. (6) Given the product [CH2:5]([N:12]1[C:24]2[CH:23]=[C:22]3[CH:25]=[CH:26][CH:27]=[CH:28][C:21]3=[C:20]([OH:29])[C:19]=2[C:18]2[C:17]([C:31]([O:33][CH3:34])=[O:32])=[CH:16][CH:15]=[CH:14][C:13]1=2)[C:6]1[CH:11]=[CH:10][CH:9]=[CH:8][CH:7]=1, predict the reactants needed to synthesize it. The reactants are: B(Br)(Br)Br.[CH2:5]([N:12]1[C:24]2[CH:23]=[C:22]3[CH:25]=[CH:26][CH:27]=[CH:28][C:21]3=[C:20]([O:29]C)[C:19]=2[C:18]2[C:17]([C:31]([O:33][CH3:34])=[O:32])=[CH:16][CH:15]=[CH:14][C:13]1=2)[C:6]1[CH:11]=[CH:10][CH:9]=[CH:8][CH:7]=1. (7) Given the product [CH3:1][S:2]([C:5]1[CH:6]=[CH:7][C:8]([CH2:9][NH:10][C:11]([C:13]2[C:18](=[O:19])[C:17]([C:20]3[CH:25]=[CH:24][CH:23]=[C:22]([C:26]([F:28])([F:27])[F:29])[CH:21]=3)=[C:16]([CH3:30])[N:15]([CH2:40][CH3:41])[CH:14]=2)=[O:12])=[CH:31][CH:32]=1)(=[O:4])=[O:3], predict the reactants needed to synthesize it. The reactants are: [CH3:1][S:2]([C:5]1[CH:32]=[CH:31][C:8]([CH2:9][NH:10][C:11]([C:13]2[C:18](=[O:19])[C:17]([C:20]3[CH:25]=[CH:24][CH:23]=[C:22]([C:26]([F:29])([F:28])[F:27])[CH:21]=3)=[C:16]([CH3:30])[NH:15][CH:14]=2)=[O:12])=[CH:7][CH:6]=1)(=[O:4])=[O:3].C([O-])([O-])=O.[K+].[K+].I[CH2:40][CH3:41].